From a dataset of Experimentally validated miRNA-target interactions with 360,000+ pairs, plus equal number of negative samples. Binary Classification. Given a miRNA mature sequence and a target amino acid sequence, predict their likelihood of interaction. (1) The miRNA is hsa-miR-1290 with sequence UGGAUUUUUGGAUCAGGGA. The protein sequence of the target gene is MPAENSPAPAYKVSSHGGDSGLDGLGGPGVQLGSPDKKKRKANTQGPSFPPLSEYAPPPNPNSDHLVAANPFDDNYNTISYKPLPSSNPYLGPGYPGFGGYSTFRMPPHVPPRMSSPYCGPYSLRNQPHPFPQNPLGMGFNRPHAFNFGPHDNSSFGNPSYNNALSQNVNMPNQHFRQNPAENFSQIPPQNASQVSNPDLASNFVPGNNSNFTSPLESNHSFIPPPNTFGQAKAPPPKQDFTQGATKNTNQNSSAHPPHLNMDDTVNQSNIELKNVNRNNAVNQENSRSSSTEATNNNPA.... Result: 1 (interaction). (2) The miRNA is hsa-miR-1275 with sequence GUGGGGGAGAGGCUGUC. The protein sequence of the target gene is MGDEDDDESCAVELRITEANLTGHEEKVSVENFELLKVLGTGAYGKVFLVRKAGGHDAGKLYAMKVLRKAALVQRAKTQEHTRTERSVLELVRQAPFLVTLHYAFQTDAKLHLILDYVSGGEMFTHLYQRQYFKEAEVRVYGGEIVLALEHLHKLGIIYRDLKLENVLLDSEGHIVLTDFGLSKEFLTEEKERTFSFCGTIEYMAPEIIRSKTGHGKAVDWWSLGILLFELLTGASPFTLEGERNTQAEVSRRILKCSPPFPPRIGPVAQDLLQRLLCKDPKKRLGAGPQGAQEVRNHPF.... Result: 1 (interaction). (3) The miRNA is hsa-miR-526b-5p with sequence CUCUUGAGGGAAGCACUUUCUGU. The protein sequence of the target gene is MESRAYPLNLTLKEEQKEEEVEIQELEDGPIDMQKVQICSEGAWVPALFDEVAIYFSDEEWEVLTEQQKALYREVMRMNYETVLSLEFPFPKPDMINRLERDEECPNSDEWRLQGVTFAENEESDFRTPDWASPTNATSHFPQPQPFNSFGLRLPQDITELPEWTEGYPFYMAMGFPGYDLSADDLASKFQFSRGMRRSYDAGFKLMVVEYAESTNNCQAAKQFGVLEKNVRDWRKVKPQLQNAHAMRRAFRGPKNGRFALVDQRVAEYVRYMQAKGDPITREAMQLKALEIAQEMNIPE.... Result: 0 (no interaction). (4) The miRNA is hsa-miR-3620-5p with sequence GUGGGCUGGGCUGGGCUGGGCC. The protein sequence of the target gene is MEAAGTERPAGWPGAPLARTGLLLLSTWVLAGAEITWGATGGPGRLVSPASRPPVLPPLLPRAAENRWPEELASARRAAAPRRRSRLEPLSQASRGEIRTEAAGMSPEGARWVPGIPSPSQAGSARRTRRAQPPSPLERGDSWATALADGAKGSRPHTKGSREEVRATRTGGASTEELRLPSTSFALTGDSAHNQAMVHWSGHNSSVILILTKLYDFNLGSVTESSLWRSVDYGATYEKLNDKVGLKTVLSYLYVNPTNKRKIMLLSDPEMESSVLISSDEGATYQKYRLTFYIQSLLFH.... Result: 0 (no interaction). (5) The miRNA is gga-miR-375 with sequence UUUGUUCGUUCGGCUCGCGUUA. The protein sequence of the target gene is MPSVALKSPRLRRVFVVGVGMTKFMKPGGENSRDYPDMAKEAGQKALEDAQIPYSAVEQACVGYVYGDSTSGQRAIYHSLGLTGIPIINVNNNCSTGSTALFMAHQLIQGGLANCVLALGFEKMERGSIGTKFSDRTTPTDKHIEVLIDKYGLSAHPITPQMFGYAGKEHMEKYGTKVEHFAKIGWKNHKHSVNNTYSQFQDEYSLEEVMKSKPVFDFLTILQCCPTSDGAAAAILSSEEFVQQYGLQSKAVEIVAQEMMTDLPSTFEEKSIIKVVGYDMSKEAARRCYEKSGLTPNDVD.... Result: 0 (no interaction). (6) The miRNA is hsa-miR-3681-3p with sequence ACACAGUGCUUCAUCCACUACU. The protein sequence of the target gene is MKENKENSSPSVTSANLDHTKPCWYWDKKDLAHTPSQLEGLDPATEARYRREGARFIFDVGTRLGLHYDTLATGIIYFHRFYMFHSFKQFPRYVTGACCLFLAGKVEETPKKCKDIIKTARSLLNDVQFGQFGDDPKEEVMVLERILLQTIKFDLQVEHPYQFLLKYAKQLKGDKNKIQKLVQMAWTFVNDSLCTTLSLQWEPEIIAVAVMYLAGRLCKFEIQEWTSKPMYRRWWEQFVQDVPVDVLEDICHQILDLYSQGKQQMPHHTPHQLQQPPSLQPTPQVPQVQQSQPSQSSEPS.... Result: 1 (interaction). (7) The miRNA is hsa-miR-24-2-5p with sequence UGCCUACUGAGCUGAAACACAG. The protein sequence of the target gene is MDFNMKKLASDAGIFFTRAVQFTEEKFGQAEKTELDAHFENLLARADSTKNWTEKILRQTEVLLQPNPSARVEEFLYEKLDRKVPSRVTNGELLAQYMADAASELGPTTPYGKTLIKVAEAEKQLGAAERDFIHTASISFLTPLRNFLEGDWKTISKERRLLQNRRLDLDACKARLKKAKAAEAKATTVPDFQETRPRNYILSASASALWNDEVDKAEQELRVAQTEFDRQAEVTRLLLEGISSTHVNHLRCLHEFVKSQTTYYAQCYRHMLDLQKQLGRFPGTFVGTTEPASPPLSSTS.... Result: 0 (no interaction).